Dataset: Reaction yield outcomes from USPTO patents with 853,638 reactions. Task: Predict the reaction yield, written as a fraction of the theoretical maximum amount of product (1.0 means a 100% yield; for example, 0.34 means a 34% yield). (1) The reactants are [O:1]1[CH2:6][CH2:5][CH:4]([C:7]([OH:9])=O)[CH2:3][CH2:2]1.Cl.[CH3:11][NH:12][O:13][CH3:14].CN(C)CCCN=C=NCC.C(N(CC)CC)C. The catalyst is C(Cl)Cl. The product is [CH3:14][O:13][N:12]([CH3:11])[C:7]([CH:4]1[CH2:3][CH2:2][O:1][CH2:6][CH2:5]1)=[O:9]. The yield is 0.597. (2) The catalyst is CN(C=O)C. The product is [NH2:5][C:6]1[N:11]=[CH:10][C:9](/[CH:12]=[CH:13]/[C:14]([N:29]([CH2:28][C:20]2[N:19]([CH2:17][CH3:18])[C:27]3[C:22]([CH:21]=2)=[CH:23][CH:24]=[CH:25][CH:26]=3)[CH3:30])=[O:16])=[CH:8][CH:7]=1. The yield is 0.300. The reactants are C(Cl)CCl.[NH2:5][C:6]1[N:11]=[CH:10][C:9]([CH:12]=[CH:13][C:14]([OH:16])=O)=[CH:8][CH:7]=1.[CH2:17]([N:19]1[C:27]2[C:22](=[CH:23][CH:24]=[CH:25][CH:26]=2)[CH:21]=[C:20]1[CH2:28][NH:29][CH3:30])[CH3:18].C1C=CC2N(O)N=NC=2C=1.O.C(N(C(C)C)CC)(C)C.